The task is: Predict the reactants needed to synthesize the given product.. This data is from Full USPTO retrosynthesis dataset with 1.9M reactions from patents (1976-2016). Given the product [OH:3][CH2:4][C:6]1[CH:7]=[C:8]2[C:13](=[CH:14][CH:15]=1)[N:12]=[C:11]([N:16]1[CH:20]=[CH:19][N:18]=[CH:17]1)[N:10]=[C:9]2[NH:21][CH2:22][C:23]1[CH:28]=[CH:27][CH:26]=[CH:25][CH:24]=1, predict the reactants needed to synthesize it. The reactants are: C([O:3][C:4]([C:6]1[CH:7]=[C:8]2[C:13](=[CH:14][CH:15]=1)[N:12]=[C:11]([N:16]1[CH:20]=[CH:19][N:18]=[CH:17]1)[N:10]=[C:9]2[NH:21][CH2:22][C:23]1[CH:28]=[CH:27][CH:26]=[CH:25][CH:24]=1)=O)C.C1(CNC2C3C(=CC=CC=3)N=C(N3C=CN=C3)N=2)C=CC=CC=1.[BH4-].[Li+].